From a dataset of Full USPTO retrosynthesis dataset with 1.9M reactions from patents (1976-2016). Predict the reactants needed to synthesize the given product. (1) Given the product [Cl:30][C:31]1[CH:38]=[CH:37][CH:36]=[C:35]([Cl:39])[C:32]=1[CH2:33][C:2]1[CH:3]=[C:4]2[C:9](=[C:10]([NH:12][C:13]3[CH:18]=[CH:17][C:16]([N:19]4[CH2:24][CH2:23][N:22]([CH3:25])[CH2:21][CH2:20]4)=[CH:15][C:14]=3[O:26][CH3:27])[N:11]=1)[C:8](=[O:28])[NH:7][CH:6]=[CH:5]2, predict the reactants needed to synthesize it. The reactants are: Cl[C:2]1[CH:3]=[C:4]2[C:9](=[C:10]([NH:12][C:13]3[CH:18]=[CH:17][C:16]([N:19]4[CH2:24][CH2:23][N:22]([CH3:25])[CH2:21][CH2:20]4)=[CH:15][C:14]=3[O:26][CH3:27])[N:11]=1)[C:8](=[O:28])[NH:7][CH:6]=[CH:5]2.[Br-].[Cl:30][C:31]1[CH:38]=[CH:37][CH:36]=[C:35]([Cl:39])[C:32]=1[CH2:33][Zn+]. (2) Given the product [CH2:28]([O:27][C:18]1[CH:17]=[C:16]2[C:21](=[C:20]3[CH2:22][C:23]([CH3:26])([CH3:25])[O:24][C:19]=13)[C:12]([C:9]1[CH:10]=[CH:11][C:6]([CH2:5][OH:4])=[CH:7][CH:8]=1)=[N:13][C:14]([CH3:30])([CH3:31])[CH2:15]2)[CH3:29], predict the reactants needed to synthesize it. The reactants are: C([O:4][CH2:5][C:6]1[CH:11]=[CH:10][C:9]([C:12]2[C:21]3[C:16](=[CH:17][C:18]([O:27][CH2:28][CH3:29])=[C:19]4[O:24][C:23]([CH3:26])([CH3:25])[CH2:22][C:20]4=3)[CH2:15][C:14]([CH3:31])([CH3:30])[N:13]=2)=[CH:8][CH:7]=1)(=O)C.[OH-].[Na+]. (3) Given the product [C:1]([O:5][C:6]([N:8]1[CH2:9][CH2:10][CH:11]([C:14]([C:16]2[CH:21]=[C:20]([Cl:22])[CH:19]=[CH:18][C:17]=2[CH:23]=[O:24])=[O:15])[CH2:12][CH2:13]1)=[O:7])([CH3:4])([CH3:2])[CH3:3], predict the reactants needed to synthesize it. The reactants are: [C:1]([O:5][C:6]([N:8]1[CH2:13][CH2:12][CH:11]([C:14]([C:16]2[CH:21]=[C:20]([Cl:22])[CH:19]=[CH:18][C:17]=2[CH2:23][OH:24])=[O:15])[CH2:10][CH2:9]1)=[O:7])([CH3:4])([CH3:3])[CH3:2].CC(OI1(OC(C)=O)(OC(C)=O)OC(=O)C2C=CC=CC1=2)=O.